From a dataset of Forward reaction prediction with 1.9M reactions from USPTO patents (1976-2016). Predict the product of the given reaction. The product is: [Br:23][CH2:24][C:25]([O:15][CH:11]1[CH2:12][C:13](=[O:14])[N:9]([CH2:8][C:5]2[CH:6]=[N:7][C:2]([Cl:1])=[CH:3][CH:4]=2)[C:10]1=[O:16])=[O:26]. Given the reactants [Cl:1][C:2]1[N:7]=[CH:6][C:5]([CH2:8][N:9]2[C:13](=[O:14])[CH2:12][CH:11]([OH:15])[C:10]2=[O:16])=[CH:4][CH:3]=1.N1C=CC=CC=1.[Br:23][CH2:24][C:25](Br)=[O:26], predict the reaction product.